This data is from Reaction yield outcomes from USPTO patents with 853,638 reactions. The task is: Predict the reaction yield, written as a fraction of the theoretical maximum amount of product (1.0 means a 100% yield; for example, 0.34 means a 34% yield). (1) The reactants are [CH3:1][O:2][C:3]([C:5]1[CH:10]=[C:9](S(C)(=O)=O)[N:8]=[C:7]([Cl:15])[N:6]=1)=[O:4].[NH3:16]. The catalyst is O1CCOCC1.CO. The product is [CH3:1][O:2][C:3]([C:5]1[CH:10]=[C:9]([NH2:16])[N:8]=[C:7]([Cl:15])[N:6]=1)=[O:4]. The yield is 0.850. (2) The reactants are Cl[C:2]1[CH:7]=[CH:6][C:5]([N+:8]([O-:10])=[O:9])=[CH:4][C:3]=1[O:11][CH:12]([F:14])[F:13].CC(C)([O-])C.[K+].[C:21]([N:28]1[CH2:33][CH2:32][CH:31]([OH:34])[CH2:30][CH2:29]1)([O:23][C:24]([CH3:27])([CH3:26])[CH3:25])=[O:22]. The catalyst is C1COCC1. The product is [F:13][CH:12]([F:14])[O:11][C:3]1[CH:4]=[C:5]([N+:8]([O-:10])=[O:9])[CH:6]=[CH:7][C:2]=1[O:34][CH:31]1[CH2:30][CH2:29][N:28]([C:21]([O:23][C:24]([CH3:27])([CH3:26])[CH3:25])=[O:22])[CH2:33][CH2:32]1. The yield is 0.280.